From a dataset of NCI-60 drug combinations with 297,098 pairs across 59 cell lines. Regression. Given two drug SMILES strings and cell line genomic features, predict the synergy score measuring deviation from expected non-interaction effect. (1) Drug 1: C1CCN(CC1)CCOC2=CC=C(C=C2)C(=O)C3=C(SC4=C3C=CC(=C4)O)C5=CC=C(C=C5)O. Drug 2: C(=O)(N)NO. Cell line: NCI-H522. Synergy scores: CSS=5.02, Synergy_ZIP=-0.899, Synergy_Bliss=0.895, Synergy_Loewe=0.267, Synergy_HSA=-0.235. (2) Drug 1: C1CC(=O)NC(=O)C1N2C(=O)C3=CC=CC=C3C2=O. Drug 2: CC12CCC3C(C1CCC2OP(=O)(O)O)CCC4=C3C=CC(=C4)OC(=O)N(CCCl)CCCl.[Na+]. Cell line: A549. Synergy scores: CSS=6.19, Synergy_ZIP=-2.83, Synergy_Bliss=-0.769, Synergy_Loewe=-1.11, Synergy_HSA=-0.0444. (3) Drug 1: CCCS(=O)(=O)NC1=C(C(=C(C=C1)F)C(=O)C2=CNC3=C2C=C(C=N3)C4=CC=C(C=C4)Cl)F. Drug 2: CCC(=C(C1=CC=CC=C1)C2=CC=C(C=C2)OCCN(C)C)C3=CC=CC=C3.C(C(=O)O)C(CC(=O)O)(C(=O)O)O. Cell line: A498. Synergy scores: CSS=12.9, Synergy_ZIP=0.563, Synergy_Bliss=4.96, Synergy_Loewe=4.82, Synergy_HSA=4.65. (4) Drug 1: CCC(=C(C1=CC=CC=C1)C2=CC=C(C=C2)OCCN(C)C)C3=CC=CC=C3.C(C(=O)O)C(CC(=O)O)(C(=O)O)O. Drug 2: C1CN(CCN1C(=O)CCBr)C(=O)CCBr. Cell line: HCT116. Synergy scores: CSS=34.9, Synergy_ZIP=3.77, Synergy_Bliss=5.68, Synergy_Loewe=-0.297, Synergy_HSA=4.70. (5) Drug 1: C1CC(C1)(C(=O)O)C(=O)O.[NH2-].[NH2-].[Pt+2]. Drug 2: C(CCl)NC(=O)N(CCCl)N=O. Cell line: MOLT-4. Synergy scores: CSS=60.5, Synergy_ZIP=3.68, Synergy_Bliss=7.15, Synergy_Loewe=2.94, Synergy_HSA=9.15. (6) Drug 1: CCCCC(=O)OCC(=O)C1(CC(C2=C(C1)C(=C3C(=C2O)C(=O)C4=C(C3=O)C=CC=C4OC)O)OC5CC(C(C(O5)C)O)NC(=O)C(F)(F)F)O. Drug 2: C1C(C(OC1N2C=NC3=C2NC=NCC3O)CO)O. Cell line: SNB-19. Synergy scores: CSS=30.2, Synergy_ZIP=-6.69, Synergy_Bliss=-15.0, Synergy_Loewe=-21.0, Synergy_HSA=-14.5. (7) Drug 1: C1=NC2=C(N=C(N=C2N1C3C(C(C(O3)CO)O)O)F)N. Drug 2: CC1CCC2CC(C(=CC=CC=CC(CC(C(=O)C(C(C(=CC(C(=O)CC(OC(=O)C3CCCCN3C(=O)C(=O)C1(O2)O)C(C)CC4CCC(C(C4)OC)OCCO)C)C)O)OC)C)C)C)OC. Cell line: LOX IMVI. Synergy scores: CSS=-5.68, Synergy_ZIP=2.24, Synergy_Bliss=-0.736, Synergy_Loewe=-3.72, Synergy_HSA=-6.20.